This data is from Peptide-MHC class II binding affinity with 134,281 pairs from IEDB. The task is: Regression. Given a peptide amino acid sequence and an MHC pseudo amino acid sequence, predict their binding affinity value. This is MHC class II binding data. (1) The peptide sequence is SQDLELSWPLNGLQAY. The MHC is DRB1_0802 with pseudo-sequence DRB1_0802. The binding affinity (normalized) is 0.157. (2) The peptide sequence is DMGFDAAALAPEHQP. The MHC is DRB1_0405 with pseudo-sequence DRB1_0405. The binding affinity (normalized) is 0.267. (3) The peptide sequence is GTGSLVITASMSGHI. The MHC is DRB1_0301 with pseudo-sequence DRB1_0301. The binding affinity (normalized) is 0.245. (4) The peptide sequence is PTPLAKEDFLRCLVK. The MHC is DRB1_1101 with pseudo-sequence DRB1_1101. The binding affinity (normalized) is 0.316. (5) The binding affinity (normalized) is 0. The peptide sequence is PPGLQGMPGERGAA. The MHC is HLA-DQA10302-DQB10401 with pseudo-sequence HLA-DQA10303-DQB10402. (6) The peptide sequence is EFVKIVQKRGIVKENI. The MHC is HLA-DPA10201-DPB10101 with pseudo-sequence HLA-DPA10201-DPB10101. The binding affinity (normalized) is 0.385. (7) The peptide sequence is EKKYFAATFFEPLAA. The MHC is HLA-DPA10201-DPB11401 with pseudo-sequence HLA-DPA10201-DPB11401. The binding affinity (normalized) is 0.794. (8) The peptide sequence is AAATAGFTVYGAFAA. The MHC is HLA-DQA10102-DQB10602 with pseudo-sequence HLA-DQA10102-DQB10602. The binding affinity (normalized) is 0.401. (9) The peptide sequence is TLEALDYKECEWPLT. The MHC is DRB3_0202 with pseudo-sequence DRB3_0202. The binding affinity (normalized) is 0.